This data is from Forward reaction prediction with 1.9M reactions from USPTO patents (1976-2016). The task is: Predict the product of the given reaction. Given the reactants [C:1]([O:5][C:6](=[O:32])[N:7]([C:22]1[C:23]2[N:24]([CH:29]=[CH:30][N:31]=2)[C:25]([Br:28])=[CH:26][N:27]=1)[C:8]1[CH:13]=[CH:12][C:11]([N:14]2[CH2:19][CH2:18][O:17][CH2:16][CH2:15]2)=[C:10]([CH2:20][OH:21])[CH:9]=1)([CH3:4])([CH3:3])[CH3:2].C(N(CC)CC)C.[CH3:40][S:41](Cl)(=[O:43])=[O:42], predict the reaction product. The product is: [Br:28][C:25]1[N:24]2[CH:29]=[CH:30][N:31]=[C:23]2[C:22]([N:7]([C:6]([O:5][C:1]([CH3:4])([CH3:2])[CH3:3])=[O:32])[C:8]2[CH:13]=[CH:12][C:11]([N:14]3[CH2:15][CH2:16][O:17][CH2:18][CH2:19]3)=[C:10]([CH:9]=2)[CH2:20][O:21][S:41]([CH3:40])(=[O:43])=[O:42])=[N:27][CH:26]=1.